This data is from Forward reaction prediction with 1.9M reactions from USPTO patents (1976-2016). The task is: Predict the product of the given reaction. (1) Given the reactants CC(C)([O-])C.[Na+].[NH:7]1[CH:11]=[N:10][CH:9]=[N:8]1.CN(C1C=CC=CN=1)C.[F:21][C:22]1[CH:27]=[C:26]([F:28])[CH:25]=[CH:24][C:23]=1[C@@:29]1([CH2:55]I)[CH2:33][C@H:32]([CH2:34][O:35][C:36]([C:49]2[CH:54]=[CH:53][CH:52]=[CH:51][CH:50]=2)([C:43]2[CH:48]=[CH:47][CH:46]=[CH:45][CH:44]=2)[C:37]2[CH:42]=[CH:41][CH:40]=[CH:39][CH:38]=2)[CH2:31][O:30]1, predict the reaction product. The product is: [F:21][C:22]1[CH:27]=[C:26]([F:28])[CH:25]=[CH:24][C:23]=1[C@@:29]1([CH2:55][N:7]2[CH:11]=[N:10][CH:9]=[N:8]2)[CH2:33][C@H:32]([CH2:34][O:35][C:36]([C:43]2[CH:44]=[CH:45][CH:46]=[CH:47][CH:48]=2)([C:37]2[CH:38]=[CH:39][CH:40]=[CH:41][CH:42]=2)[C:49]2[CH:54]=[CH:53][CH:52]=[CH:51][CH:50]=2)[CH2:31][O:30]1. (2) Given the reactants Cl[C:2]1[C:11]2[C:6](=[CH:7][CH:8]=[CH:9][CH:10]=2)[CH:5]=[C:4]([NH:12][C:13]2[CH:17]=[CH:16][NH:15][N:14]=2)[N:3]=1.[CH2:18]([O:20][C:21]1[CH:26]=[CH:25][C:24](B(O)O)=[CH:23][CH:22]=1)[CH3:19], predict the reaction product. The product is: [CH2:18]([O:20][C:21]1[CH:26]=[CH:25][C:24]([C:2]2[C:11]3[C:6](=[CH:7][CH:8]=[CH:9][CH:10]=3)[CH:5]=[C:4]([NH:12][C:13]3[CH:17]=[CH:16][NH:15][N:14]=3)[N:3]=2)=[CH:23][CH:22]=1)[CH3:19]. (3) Given the reactants Br[C:2]1[CH:7]=[CH:6][C:5]([S:8]([CH2:11][C:12]([O:14][CH2:15][CH3:16])=[O:13])(=[O:10])=[O:9])=[CH:4][CH:3]=1.[CH3:17][C@@H:18]1[CH2:22][CH2:21][CH2:20][N:19]1[CH2:23][CH2:24][C:25]1[CH:30]=[CH:29][C:28](B(O)O)=[CH:27][CH:26]=1, predict the reaction product. The product is: [CH2:15]([O:14][C:12](=[O:13])[CH2:11][S:8]([C:5]1[CH:6]=[CH:7][C:2]([C:28]2[CH:27]=[CH:26][C:25]([CH2:24][CH2:23][N:19]3[CH2:20][CH2:21][CH2:22][C@H:18]3[CH3:17])=[CH:30][CH:29]=2)=[CH:3][CH:4]=1)(=[O:10])=[O:9])[CH3:16]. (4) Given the reactants [F:1][C:2]1[CH:7]=[CH:6][CH:5]=[CH:4][C:3]=1[C:8]1[C:12]([C:13]2[N:14]=[CH:15][NH:16][CH:17]=2)=[C:11]([CH3:18])[O:10][N:9]=1.F[C:20]1[CH:25]=[CH:24][C:23]([N+:26]([O-:28])=[O:27])=[CH:22][CH:21]=1, predict the reaction product. The product is: [F:1][C:2]1[CH:7]=[CH:6][CH:5]=[CH:4][C:3]=1[C:8]1[C:12]([C:13]2[N:14]=[CH:15][N:16]([C:20]3[CH:25]=[CH:24][C:23]([N+:26]([O-:28])=[O:27])=[CH:22][CH:21]=3)[CH:17]=2)=[C:11]([CH3:18])[O:10][N:9]=1. (5) Given the reactants [F:1][C:2]1[CH:3]=[C:4]([CH:6]=[CH:7][C:8]=1[N:9]1[CH2:14][CH2:13][O:12][CH2:11][CH2:10]1)[NH2:5].[CH2:15]1[O:17][C@H:16]1[CH2:18][Cl:19], predict the reaction product. The product is: [Cl:19][CH2:18][C@H:16]([OH:17])[CH2:15][NH:5][C:4]1[CH:6]=[CH:7][C:8]([N:9]2[CH2:14][CH2:13][O:12][CH2:11][CH2:10]2)=[C:2]([F:1])[CH:3]=1.